This data is from Full USPTO retrosynthesis dataset with 1.9M reactions from patents (1976-2016). The task is: Predict the reactants needed to synthesize the given product. Given the product [Cl:19][C:20]1[CH:29]=[CH:28][CH:27]=[C:26]2[C:21]=1[CH2:22][CH2:23][CH2:24][N:25]2[C:15](=[O:17])[CH2:14][C:9]1[NH:10][C:11](=[O:13])[CH:12]=[C:7]([N:1]2[CH2:2][CH2:3][O:4][CH2:5][CH2:6]2)[N:8]=1, predict the reactants needed to synthesize it. The reactants are: [N:1]1([C:7]2[N:8]=[C:9]([CH2:14][C:15]([O-:17])=O)[NH:10][C:11](=[O:13])[CH:12]=2)[CH2:6][CH2:5][O:4][CH2:3][CH2:2]1.[Na+].[Cl:19][C:20]1[CH:29]=[CH:28][CH:27]=[C:26]2[C:21]=1[CH2:22][CH2:23][CH2:24][NH:25]2.Cl.CN(C)CCCN=C=NCC.